This data is from Full USPTO retrosynthesis dataset with 1.9M reactions from patents (1976-2016). The task is: Predict the reactants needed to synthesize the given product. (1) Given the product [CH3:1][O:2][C:3]1[CH:4]=[C:5]([CH:8]=[CH:9][C:10]=1[CH3:11])[CH2:6][Br:13], predict the reactants needed to synthesize it. The reactants are: [CH3:1][O:2][C:3]1[CH:4]=[C:5]([CH:8]=[CH:9][C:10]=1[CH3:11])[CH2:6]O.P(Br)(Br)[Br:13]. (2) Given the product [N:27]1[C:19]([NH:18][C@H:16]([C:8]2[N:7]([C@@H:3]3[CH2:4][CH2:5][CH2:6][N:1]([C:32](=[O:33])[CH2:31][N:29]([CH3:30])[CH3:28])[CH2:2]3)[C:11]3[CH:12]=[CH:13][CH:14]=[CH:15][C:10]=3[N:9]=2)[CH3:17])=[C:20]2[C:24]([NH:23][CH:22]=[N:21]2)=[N:25][CH:26]=1, predict the reactants needed to synthesize it. The reactants are: [NH:1]1[CH2:6][CH2:5][CH2:4][C@@H:3]([N:7]2[C:11]3[CH:12]=[CH:13][CH:14]=[CH:15][C:10]=3[N:9]=[C:8]2[C@@H:16]([NH:18][C:19]2[N:27]=[CH:26][N:25]=[C:24]3[C:20]=2[N:21]=[CH:22][NH:23]3)[CH3:17])[CH2:2]1.[CH3:28][N:29]([CH2:31][C:32](O)=[O:33])[CH3:30].C1C=NC2N(O)N=NC=2C=1.Cl.CN(C)CCCN=C=NCC.CN1CCOCC1. (3) Given the product [CH3:2][C:3]1[CH:8]=[CH:7][C:6]([NH:9][NH:10][C:17](=[O:19])[CH3:18])=[CH:5][CH:4]=1, predict the reactants needed to synthesize it. The reactants are: Cl.[CH3:2][C:3]1[CH:8]=[CH:7][C:6]([NH:9][NH2:10])=[CH:5][CH:4]=1.C(=O)([O-])[O-].[K+].[K+].[C:17](OC(=O)C)(=[O:19])[CH3:18].